Dataset: Catalyst prediction with 721,799 reactions and 888 catalyst types from USPTO. Task: Predict which catalyst facilitates the given reaction. (1) Reactant: [CH3:1][NH2:2].[Br:3][C:4]1[CH:5]=[C:6]([CH2:14]Br)[C:7]([C:10](OC)=[O:11])=[N:8][CH:9]=1. Product: [Br:3][C:4]1[CH:5]=[C:6]2[CH2:14][N:2]([CH3:1])[C:10](=[O:11])[C:7]2=[N:8][CH:9]=1. The catalyst class is: 7. (2) Reactant: Cl[C:2]1[C:11]2[C:6](=[C:7]([C:12]3[CH:16]=[CH:15][S:14][CH:13]=3)[CH:8]=[CH:9][CH:10]=2)[CH:5]=[CH:4][N:3]=1.[CH3:17][C:18]1[CH:23]=[CH:22][C:21]([NH2:24])=[CH:20][C:19]=1[C:25]1[CH:26]=[N:27][CH:28]=[N:29][CH:30]=1.C(=O)([O-])[O-].[K+].[K+]. Product: [CH3:17][C:18]1[CH:23]=[CH:22][C:21]([NH:24][C:2]2[C:11]3[C:6](=[C:7]([C:12]4[CH:16]=[CH:15][S:14][CH:13]=4)[CH:8]=[CH:9][CH:10]=3)[CH:5]=[CH:4][N:3]=2)=[CH:20][C:19]=1[C:25]1[CH:30]=[N:29][CH:28]=[N:27][CH:26]=1. The catalyst class is: 4.